From a dataset of Forward reaction prediction with 1.9M reactions from USPTO patents (1976-2016). Predict the product of the given reaction. (1) Given the reactants [F:1][C:2]1[CH:3]=[C:4]([CH:29]=[CH:30][C:31]=1[F:32])[C:5]([N:7]=[C:8]([NH:23][C@@H:24]([CH3:28])[CH2:25][O:26][CH3:27])[NH:9][C:10]1[C:18]2[C:13](=[CH:14][C:15]([C:19]([F:22])([F:21])[F:20])=[CH:16][CH:17]=2)[NH:12][N:11]=1)=[O:6].[S:33](=[O:37])(=[O:36])([OH:35])[OH:34], predict the reaction product. The product is: [S:33](=[O:35])(=[O:34])([OH:37])[OH:36].[F:1][C:2]1[CH:3]=[C:4]([CH:29]=[CH:30][C:31]=1[F:32])[C:5]([N:7]=[C:8]([NH:23][C@@H:24]([CH3:28])[CH2:25][O:26][CH3:27])[NH:9][C:10]1[C:18]2[C:13](=[CH:14][C:15]([C:19]([F:20])([F:21])[F:22])=[CH:16][CH:17]=2)[NH:12][N:11]=1)=[O:6]. (2) Given the reactants [NH2:1][C:2]1[CH:23]=[CH:22][C:5]([O:6][C:7]2[CH:16]=[CH:15][N:14]=[C:13]3[C:8]=2[C:9]2[CH:21]=[CH:20][CH:19]=[CH:18][C:10]=2[C:11](=[O:17])[NH:12]3)=[C:4]([F:24])[CH:3]=1.[F:25][C:26]1[CH:31]=[CH:30][C:29]([N:32]2[CH:37]=[CH:36][CH:35]=[C:34]([C:38](O)=[O:39])[C:33]2=[O:41])=[CH:28][CH:27]=1, predict the reaction product. The product is: [F:24][C:4]1[CH:3]=[C:2]([NH:1][C:38]([C:34]2[C:33](=[O:41])[N:32]([C:29]3[CH:28]=[CH:27][C:26]([F:25])=[CH:31][CH:30]=3)[CH:37]=[CH:36][CH:35]=2)=[O:39])[CH:23]=[CH:22][C:5]=1[O:6][C:7]1[CH:16]=[CH:15][N:14]=[C:13]2[C:8]=1[C:9]1[CH:21]=[CH:20][CH:19]=[CH:18][C:10]=1[C:11](=[O:17])[NH:12]2. (3) Given the reactants [C:1](Cl)(=[O:4])[CH:2]=[CH2:3].[OH:6][CH2:7][CH2:8][CH2:9][CH2:10][CH2:11][CH2:12][O:13][C:14]1[CH:19]=[CH:18][C:17]([CH:20]([CH3:24])[C:21]([OH:23])=[O:22])=[CH:16][CH:15]=1.CN(C)C1C=CC=CC=1.O1CCOCC1, predict the reaction product. The product is: [C:1]([O:6][CH2:7][CH2:8][CH2:9][CH2:10][CH2:11][CH2:12][O:13][C:14]1[CH:15]=[CH:16][C:17]([CH:20]([CH3:24])[C:21]([OH:23])=[O:22])=[CH:18][CH:19]=1)(=[O:4])[CH:2]=[CH2:3]. (4) Given the reactants C1(COC([N:11]2[CH2:16][CH:15]=[C:14]([C:17]3[N:18]([CH3:39])[C:19]([C:35]([O:37][CH3:38])=[O:36])=[C:20]([C:28]4[CH:33]=[CH:32][C:31]([F:34])=[CH:30][CH:29]=4)[C:21]=3[C:22]3[CH:27]=[CH:26][N:25]=[CH:24][CH:23]=3)[CH2:13][CH2:12]2)=O)C=CC=CC=1.Cl, predict the reaction product. The product is: [CH3:38][O:37][C:35]([C:19]1[N:18]([CH3:39])[C:17]([C:14]2[CH2:15][CH2:16][NH:11][CH2:12][CH:13]=2)=[C:21]([C:22]2[CH:27]=[CH:26][N:25]=[CH:24][CH:23]=2)[C:20]=1[C:28]1[CH:29]=[CH:30][C:31]([F:34])=[CH:32][CH:33]=1)=[O:36]. (5) The product is: [CH3:8][C:7]1[O:6][C:5]([C:9]2[S:10][CH:11]=[CH:12][CH:13]=2)=[N:4][C:3]=1[CH2:2][O:14][C:15]1[CH:16]=[CH:17][C:18]([CH2:19][O:20]/[N:21]=[C:22](/[C:32]2[CH:33]=[CH:34][CH:35]=[CH:36][CH:37]=2)\[CH2:23][CH2:24][CH2:25][CH2:26][C:27]([O:29][CH2:30][CH3:31])=[O:28])=[CH:38][CH:39]=1. Given the reactants Cl[CH2:2][C:3]1[N:4]=[C:5]([C:9]2[S:10][CH:11]=[CH:12][CH:13]=2)[O:6][C:7]=1[CH3:8].[OH:14][C:15]1[CH:39]=[CH:38][C:18]([CH2:19][O:20]/[N:21]=[C:22](/[C:32]2[CH:37]=[CH:36][CH:35]=[CH:34][CH:33]=2)\[CH2:23][CH2:24][CH2:25][CH2:26][C:27]([O:29][CH2:30][CH3:31])=[O:28])=[CH:17][CH:16]=1.C(=O)([O-])[O-].[K+].[K+].CN(C)C=O, predict the reaction product. (6) Given the reactants [CH3:1][O:2][C:3]1[C:8]2[CH:9]=[N:10][S:11][C:7]=2[CH:6]=[CH:5][CH:4]=1.[Br:12]Br.C([O-])(O)=O.[Na+].ClCCl, predict the reaction product. The product is: [Br:12][C:6]1[C:7]2[S:11][N:10]=[CH:9][C:8]=2[C:3]([O:2][CH3:1])=[CH:4][CH:5]=1. (7) The product is: [Br:16][CH2:12][C:11]([C:5]1[CH:6]=[C:7]([N+:8]([O-:10])=[O:9])[C:2]([OH:1])=[C:3]([O:14][CH3:15])[CH:4]=1)=[O:13]. Given the reactants [OH:1][C:2]1[C:7]([N+:8]([O-:10])=[O:9])=[CH:6][C:5]([C:11](=[O:13])[CH3:12])=[CH:4][C:3]=1[O:14][CH3:15].[Br:16]Br.CCCCC, predict the reaction product. (8) The product is: [Cl:1][C:2]1[CH:3]=[CH:4][C:5]([C:8]2[C:12]3[CH:13]=[CH:14][C:15]([CH2:17][CH2:18][CH2:19][N:20]([CH3:22])[CH3:21])=[CH:16][C:11]=3[S:10][N:9]=2)=[CH:6][CH:7]=1. Given the reactants [Cl:1][C:2]1[CH:7]=[CH:6][C:5]([C:8]2[C:12]3[CH:13]=[CH:14][C:15]([C:17]#[C:18][CH2:19][N:20]([CH3:22])[CH3:21])=[CH:16][C:11]=3[S:10][N:9]=2)=[CH:4][CH:3]=1, predict the reaction product.